This data is from Full USPTO retrosynthesis dataset with 1.9M reactions from patents (1976-2016). The task is: Predict the reactants needed to synthesize the given product. (1) Given the product [CH3:27][O:28][CH2:29][CH2:30][O:31][CH2:32][O:8][C:7](=[O:9])[C:6]1[CH:10]=[C:11]([O:14][C:16]2[C:21]([CH3:22])=[CH:20][C:19]([N+:23]([O-:25])=[O:24])=[CH:18][C:17]=2[CH3:26])[CH:12]=[CH:13][C:5]=1[O:4][CH2:27][O:28][CH2:29][CH2:30][O:31][CH3:32], predict the reactants needed to synthesize it. The reactants are: [Na].[H-].[Na+].[OH:4][C:5]1[CH:13]=[CH:12][C:11]([OH:14])=[CH:10][C:6]=1[C:7]([OH:9])=[O:8].Cl[C:16]1[C:21]([CH3:22])=[CH:20][C:19]([N+:23]([O-:25])=[O:24])=[CH:18][C:17]=1[CH3:26].[CH3:27][O:28][CH2:29][CH2:30][O:31][CH2:32]Cl. (2) Given the product [C:37]([NH:1][CH2:2][CH2:3][CH2:4][C@H:5]([NH:13][C:14]([C:16]1[C:17](=[O:35])[N:18]([CH:22]([C:29]2[CH:34]=[CH:33][CH:32]=[CH:31][CH:30]=2)[C:23]2[CH:28]=[CH:27][CH:26]=[CH:25][CH:24]=2)[CH:19]=[CH:20][CH:21]=1)=[O:15])[C:6]([O:8][C:9]([CH3:12])([CH3:11])[CH3:10])=[O:7])#[N:36], predict the reactants needed to synthesize it. The reactants are: [NH2:1][CH2:2][CH2:3][CH2:4][C@H:5]([NH:13][C:14]([C:16]1[C:17](=[O:35])[N:18]([CH:22]([C:29]2[CH:34]=[CH:33][CH:32]=[CH:31][CH:30]=2)[C:23]2[CH:28]=[CH:27][CH:26]=[CH:25][CH:24]=2)[CH:19]=[CH:20][CH:21]=1)=[O:15])[C:6]([O:8][C:9]([CH3:12])([CH3:11])[CH3:10])=[O:7].[N:36]#[C:37]Br.C(N(CC)CC)C.ClCCl. (3) Given the product [CH3:14][O:15][C:16](=[O:49])[NH:17][C@H:18]([C:22]([N:24]1[CH2:28][CH2:27][CH2:26][C@H:25]1[C:29]1[NH:30][CH:31]=[C:32]([C:34]2[CH:35]=[CH:36][C:37]([C:2]3[CH:3]=[C:4]([F:13])[C:5]([NH2:6])=[CH:7][C:8]=3[C:9]([F:12])([F:11])[F:10])=[CH:38][CH:39]=2)[N:33]=1)=[O:23])[CH:19]([CH3:21])[CH3:20], predict the reactants needed to synthesize it. The reactants are: Br[C:2]1[C:8]([C:9]([F:12])([F:11])[F:10])=[CH:7][C:5]([NH2:6])=[C:4]([F:13])[CH:3]=1.[CH3:14][O:15][C:16](=[O:49])[NH:17][C@H:18]([C:22]([N:24]1[CH2:28][CH2:27][CH2:26][C@H:25]1[C:29]1[NH:30][CH:31]=[C:32]([C:34]2[CH:39]=[CH:38][C:37](B3OC(C)(C)C(C)(C)O3)=[CH:36][CH:35]=2)[N:33]=1)=[O:23])[CH:19]([CH3:21])[CH3:20].C1(C)C=CC=CC=1.O.C(=O)([O-])[O-].[K+].[K+]. (4) Given the product [CH3:32][C:33]([CH3:39])([CH3:38])[CH2:34][C:35]([NH:54][CH2:53][C:52]1[CH:55]=[CH:56][CH:57]=[CH:58][C:51]=1[C:50]#[C:49][C:48]1[CH:47]=[CH:46][N:45]=[C:44]2[NH:40][CH:41]=[CH:42][C:43]=12)=[O:36], predict the reactants needed to synthesize it. The reactants are: Cl.CN(C)CCCN=C=NCC.ON1C2C=CC=CC=2N=N1.C(N(CC)C(C)C)(C)C.[CH3:32][C:33]([CH3:39])([CH3:38])[CH2:34][C:35](O)=[O:36].[NH:40]1[C:44]2=[N:45][CH:46]=[CH:47][C:48]([C:49]#[C:50][C:51]3[CH:58]=[CH:57][CH:56]=[CH:55][C:52]=3[CH2:53][NH2:54])=[C:43]2[CH:42]=[CH:41]1. (5) Given the product [F:5][C:4]([F:7])([F:6])[CH:3]([OH:8])[CH2:2][NH:11][C:48](=[O:50])[O:47][CH2:40][C:41]1[CH:46]=[CH:45][CH:44]=[CH:43][CH:42]=1, predict the reactants needed to synthesize it. The reactants are: Br[CH2:2][C:3](=[O:8])[C:4]([F:7])([F:6])[F:5].[BH4-].[Na+].[N-:11]=[N+]=[N-].[Na+].C1(P(C2C=CC=CC=2)C2C=CC=CC=2)C=CC=CC=1.C(=O)([O-])[O-].[K+].[K+].[CH2:40]([O:47][C:48]([O:50]N1C(=O)CCC1=O)=O)[C:41]1[CH:46]=[CH:45][CH:44]=[CH:43][CH:42]=1. (6) Given the product [CH3:10][O:9][C:7]([C:3]1[S:4][CH:5]=[CH:6][C:2]=1[NH:1][S:25]([C:22]1[CH:21]=[CH:20][C:19]([O:18][CH3:17])=[CH:24][CH:23]=1)(=[O:27])=[O:26])=[O:8], predict the reactants needed to synthesize it. The reactants are: [NH2:1][C:2]1[CH:6]=[CH:5][S:4][C:3]=1[C:7]([O:9][CH3:10])=[O:8].N1C=CC=CC=1.[CH3:17][O:18][C:19]1[CH:24]=[CH:23][C:22]([S:25](Cl)(=[O:27])=[O:26])=[CH:21][CH:20]=1. (7) Given the product [Cl:18][C:15]1[CH:16]=[CH:17][C:12]([S:11][C:10]2[C:5]3[C:6](=[N:7][CH:2]=[CH:3][CH:4]=3)[NH:8][C:9]=2[CH2:19][OH:20])=[CH:13][CH:14]=1, predict the reactants needed to synthesize it. The reactants are: Br[C:2]1[N:7]=[C:6]2[NH:8][C:9]([C:19](OCC)=[O:20])=[C:10]([S:11][C:12]3[CH:17]=[CH:16][C:15]([Cl:18])=[CH:14][CH:13]=3)[C:5]2=[CH:4][CH:3]=1.[H-].[Al+3].[Li+].[H-].[H-].[H-].